From a dataset of Full USPTO retrosynthesis dataset with 1.9M reactions from patents (1976-2016). Predict the reactants needed to synthesize the given product. (1) Given the product [Cl:23][C:5]1[C:6]([NH:8][C:9]2[CH:14]=[CH:13][C:12]([N:15]3[CH2:20][CH2:19][O:18][CH2:17][CH2:16]3)=[CH:11][C:10]=2[O:21][CH3:22])=[N:7][C:2]([NH:45][C:27]2[C:26]([O:25][CH3:24])=[CH:44][C:30]3[CH2:31][CH2:32][N:33]([CH2:36][CH2:37][N:38]4[CH2:43][CH2:42][O:41][CH2:40][CH2:39]4)[CH2:34][CH2:35][C:29]=3[CH:28]=2)=[N:3][CH:4]=1, predict the reactants needed to synthesize it. The reactants are: Cl[C:2]1[N:7]=[C:6]([NH:8][C:9]2[CH:14]=[CH:13][C:12]([N:15]3[CH2:20][CH2:19][O:18][CH2:17][CH2:16]3)=[CH:11][C:10]=2[O:21][CH3:22])[C:5]([Cl:23])=[CH:4][N:3]=1.[CH3:24][O:25][C:26]1[C:27]([NH2:45])=[CH:28][C:29]2[CH2:35][CH2:34][N:33]([CH2:36][CH2:37][N:38]3[CH2:43][CH2:42][O:41][CH2:40][CH2:39]3)[CH2:32][CH2:31][C:30]=2[CH:44]=1. (2) Given the product [N+:9]([C:5]1[CH:6]=[C:7]([C:26]#[C:25][C:19]2[CH:24]=[CH:23][CH:22]=[CH:21][CH:20]=2)[C:2]([NH2:1])=[N:3][CH:4]=1)([O-:11])=[O:10], predict the reactants needed to synthesize it. The reactants are: [NH2:1][C:2]1[C:7](Br)=[CH:6][C:5]([N+:9]([O-:11])=[O:10])=[CH:4][N:3]=1.C(N(CC)CC)C.[C:19]1([C:25]#[CH:26])[CH:24]=[CH:23][CH:22]=[CH:21][CH:20]=1. (3) Given the product [CH2:13]([C:20]1[C:12]2[C:4](=[CH:5][C:6]([C:7]([O:9][CH2:29][CH3:30])=[O:8])=[CH:10][CH:11]=2)[NH:2][C:21]=1[CH3:22])[C:14]1[CH:19]=[CH:18][CH:17]=[CH:16][CH:15]=1, predict the reactants needed to synthesize it. The reactants are: Cl.[NH:2]([C:4]1[CH:5]=[C:6]([CH:10]=[CH:11][CH:12]=1)[C:7]([OH:9])=[O:8])N.[CH2:13]([CH2:20][C:21](=O)[CH3:22])[C:14]1[CH:19]=[CH:18][CH:17]=[CH:16][CH:15]=1.S(=O)(=O)(O)O.[CH2:29](O)[CH3:30]. (4) The reactants are: [CH3:1][O:2][C:3]1[CH:8]=[CH:7][C:6]([C:9]2[CH:14]=[CH:13][C:12]([S:15]([NH:18][CH:19]([CH:24]3[CH2:29][CH2:28][CH2:27][CH:26]([N:30]([CH3:34])[C:31](=[O:33])[CH3:32])[CH2:25]3)[C:20]([O:22]C)=[O:21])(=[O:17])=[O:16])=[CH:11][CH:10]=2)=[CH:5][CH:4]=1.CN.C(Cl)(=O)C. Given the product [CH3:1][O:2][C:3]1[CH:8]=[CH:7][C:6]([C:9]2[CH:10]=[CH:11][C:12]([S:15]([NH:18][CH:19]([CH:24]3[CH2:29][CH2:28][CH2:27][CH:26]([N:30]([CH3:34])[C:31](=[O:33])[CH3:32])[CH2:25]3)[C:20]([OH:22])=[O:21])(=[O:17])=[O:16])=[CH:13][CH:14]=2)=[CH:5][CH:4]=1, predict the reactants needed to synthesize it.